From a dataset of NCI-60 drug combinations with 297,098 pairs across 59 cell lines. Regression. Given two drug SMILES strings and cell line genomic features, predict the synergy score measuring deviation from expected non-interaction effect. Drug 1: C1CCN(CC1)CCOC2=CC=C(C=C2)C(=O)C3=C(SC4=C3C=CC(=C4)O)C5=CC=C(C=C5)O. Drug 2: C1C(C(OC1N2C=NC(=NC2=O)N)CO)O. Cell line: T-47D. Synergy scores: CSS=0.279, Synergy_ZIP=0.0574, Synergy_Bliss=-0.627, Synergy_Loewe=-4.85, Synergy_HSA=-4.65.